Regression. Given a peptide amino acid sequence and an MHC pseudo amino acid sequence, predict their binding affinity value. This is MHC class II binding data. From a dataset of Peptide-MHC class II binding affinity with 134,281 pairs from IEDB. (1) The peptide sequence is GELQIVDKIDAAFSI. The MHC is DRB5_0101 with pseudo-sequence DRB5_0101. The binding affinity (normalized) is 0.422. (2) The peptide sequence is SNMTQRVVIALLVLAKK. The MHC is DRB3_0101 with pseudo-sequence DRB3_0101. The binding affinity (normalized) is 0. (3) The peptide sequence is GTVANGVLQTFMRMA. The MHC is DRB1_1101 with pseudo-sequence DRB1_1101. The binding affinity (normalized) is 0.443. (4) The MHC is DRB1_0405 with pseudo-sequence DRB1_0405. The peptide sequence is VDKFLANVSTVLTGK. The binding affinity (normalized) is 0.611. (5) The peptide sequence is AKSSPAYPSVLGQTI. The MHC is HLA-DQA10102-DQB10602 with pseudo-sequence HLA-DQA10102-DQB10602. The binding affinity (normalized) is 0.241.